This data is from Full USPTO retrosynthesis dataset with 1.9M reactions from patents (1976-2016). The task is: Predict the reactants needed to synthesize the given product. (1) Given the product [C:37]1([C:38]2[CH:39]=[CH:44][CH:45]=[CH:46][CH:47]=2)[CH:28]=[CH:29][CH:30]=[C:31]([NH:1][C:2]2[N:3]([CH3:8])[N:4]=[CH:5][C:6]=2[Br:7])[CH:36]=1, predict the reactants needed to synthesize it. The reactants are: [NH2:1][C:2]1[N:3]([CH3:8])[N:4]=[CH:5][C:6]=1[Br:7].CC(C)([O-])C.[Na+].C1C=CC(P([C:28]2[C:37]([C:38]3[C:47](P(C4C=CC=CC=4)C4C=CC=CC=4)=[CH:46][CH:45]=[C:44]4[C:39]=3C=CC=C4)=[C:36]3[C:31](C=CC=C3)=[CH:30][CH:29]=2)C2C=CC=CC=2)=CC=1.C1(C)C=CC=CC=1. (2) Given the product [C:1]([C:5]1[CH:10]=[CH:9][C:8]([N:11]2[C:15](=[O:16])[C:14]([CH3:18])([CH3:17])[N:13]([CH2:19][C:20]3[CH:25]=[CH:24][N:23]=[C:22]([NH:37][C:36]4[CH:38]=[CH:39][CH:40]=[C:34]([CH2:33][N:28]5[CH2:29][CH2:30][CH2:31][CH2:32]5)[CH:35]=4)[CH:21]=3)[C:12]2=[O:27])=[CH:7][CH:6]=1)([CH3:4])([CH3:3])[CH3:2], predict the reactants needed to synthesize it. The reactants are: [C:1]([C:5]1[CH:10]=[CH:9][C:8]([N:11]2[C:15](=[O:16])[C:14]([CH3:18])([CH3:17])[N:13]([CH2:19][C:20]3[CH:25]=[CH:24][N:23]=[C:22](Cl)[CH:21]=3)[C:12]2=[O:27])=[CH:7][CH:6]=1)([CH3:4])([CH3:3])[CH3:2].[N:28]1([CH2:33][C:34]2[CH:35]=[C:36]([CH:38]=[CH:39][CH:40]=2)[NH2:37])[CH2:32][CH2:31][CH2:30][CH2:29]1.C(=O)([O-])[O-].[Cs+].[Cs+].CC1(C)C2C=CC(P(C3C=CC=CC=3)C3C=CC=CC=3)=CC=2OC2C1=CC=C(P(C1C=CC=CC=1)C1C=CC=CC=1)C=2. (3) Given the product [CH:1]1([O:6][C:7](=[O:23])[CH:8]([O:17][CH:18]2[CH2:19][CH2:20][CH2:21][CH2:22]2)[CH2:9][C:10]2[CH:11]=[CH:12][C:13]([O:16][CH2:31][CH2:30][CH:29]3[CH2:28][N:27]([CH2:43][C:44]4[CH:49]=[CH:48][C:47]([C:50]([F:52])([F:53])[F:51])=[CH:46][CH:45]=4)[C:26](=[O:54])[N:25]3[CH3:24])=[CH:14][CH:15]=2)[CH2:2][CH2:3][CH2:4][CH2:5]1, predict the reactants needed to synthesize it. The reactants are: [CH:1]1([O:6][C:7](=[O:23])[CH:8]([O:17][CH:18]2[CH2:22][CH2:21][CH2:20][CH2:19]2)[CH2:9][C:10]2[CH:15]=[CH:14][C:13]([OH:16])=[CH:12][CH:11]=2)[CH2:5][CH2:4][CH2:3][CH2:2]1.[CH3:24][N:25]1[CH:29]([CH2:30][CH2:31]OS(C2C=CC(C)=CC=2)(=O)=O)[CH2:28][N:27]([CH2:43][C:44]2[CH:49]=[CH:48][C:47]([C:50]([F:53])([F:52])[F:51])=[CH:46][CH:45]=2)[C:26]1=[O:54].C([O-])([O-])=O.[Cs+].[Cs+]. (4) Given the product [C:32]([O:31][C@@H:27]1[C@@H:26]([O:35][C:36](=[O:37])[CH3:38])[C@H:25]([O:39][C:40](=[O:41])[CH3:42])[C@@H:24]([CH2:23][O:22][C:20](=[O:21])[CH3:19])[O:29][C@H:28]1[O:16][C:9]1[C:8]([CH2:7][C:6]2[CH:5]=[CH:4][C:3]([O:2][CH3:1])=[CH:18][CH:17]=2)=[C:13]([CH3:14])[N:12]=[C:11]([CH3:15])[N:10]=1)(=[O:33])[CH3:34], predict the reactants needed to synthesize it. The reactants are: [CH3:1][O:2][C:3]1[CH:18]=[CH:17][C:6]([CH2:7][C:8]2[C:9](=[O:16])[NH:10][C:11]([CH3:15])=[N:12][C:13]=2[CH3:14])=[CH:5][CH:4]=1.[CH3:19][C:20]([O:22][CH2:23][C@H:24]1[O:29][C@H:28](Br)[C@H:27]([O:31][C:32]([CH3:34])=[O:33])[C@@H:26]([O:35][C:36]([CH3:38])=[O:37])[C@@H:25]1[O:39][C:40]([CH3:42])=[O:41])=[O:21].C(=O)([O-])[O-].[K+].[K+]. (5) Given the product [CH3:1][C:2]1([CH3:34])[CH2:7][CH2:6][N:5]([C:8]2[N:13]=[C:12]([NH:14][C:15]3[C:16]4[N:17]([CH:31]=[CH:32][N:33]=4)[N:18]=[C:19]([C:21]4[CH:22]=[C:23]([CH:28]=[CH:29][CH:30]=4)[C:24]([OH:26])=[O:25])[CH:20]=3)[CH:11]=[CH:10][CH:9]=2)[CH2:4][CH2:3]1, predict the reactants needed to synthesize it. The reactants are: [CH3:1][C:2]1([CH3:34])[CH2:7][CH2:6][N:5]([C:8]2[N:13]=[C:12]([NH:14][C:15]3[C:16]4[N:17]([CH:31]=[CH:32][N:33]=4)[N:18]=[C:19]([C:21]4[CH:22]=[C:23]([CH:28]=[CH:29][CH:30]=4)[C:24]([O:26]C)=[O:25])[CH:20]=3)[CH:11]=[CH:10][CH:9]=2)[CH2:4][CH2:3]1.[OH-].[Na+].